Dataset: Reaction yield outcomes from USPTO patents with 853,638 reactions. Task: Predict the reaction yield, written as a fraction of the theoretical maximum amount of product (1.0 means a 100% yield; for example, 0.34 means a 34% yield). The reactants are [CH:1]([C:4]1[C:8]([CH2:9][OH:10])=[CH:7][N:6]([C:11]2[CH:16]=[CH:15][C:14]([C:17]([F:20])([F:19])[F:18])=[CH:13][N:12]=2)[N:5]=1)([CH3:3])[CH3:2].O[C:22]1[CH:26]=[C:25]([C:27]([O:29][CH3:30])=[O:28])[N:24]([CH3:31])[N:23]=1.C1(P(C2C=CC=CC=2)C2C=CC=CC=2)C=CC=CC=1.N(C(OCC)=O)=NC(OCC)=O. The catalyst is C1(C)C=CC=CC=1.O1CCCC1. The product is [CH:1]([C:4]1[C:8]([CH2:9][O:10][C:22]2[CH:26]=[C:25]([C:27]([O:29][CH3:30])=[O:28])[N:24]([CH3:31])[N:23]=2)=[CH:7][N:6]([C:11]2[CH:16]=[CH:15][C:14]([C:17]([F:19])([F:18])[F:20])=[CH:13][N:12]=2)[N:5]=1)([CH3:3])[CH3:2]. The yield is 0.900.